The task is: Predict the reaction yield, written as a fraction of the theoretical maximum amount of product (1.0 means a 100% yield; for example, 0.34 means a 34% yield).. This data is from Reaction yield outcomes from USPTO patents with 853,638 reactions. (1) The product is [C:22]([NH:21][C:17]1[CH:16]=[C:15]([C:2]2[S:3][C:4]([C:8]([O:10][CH2:11][CH3:12])=[O:9])=[C:5]([Br:7])[N:6]=2)[CH:20]=[CH:19][N:18]=1)(=[O:24])[CH3:23]. The yield is 0.440. The catalyst is O1CCOCC1.C1C=CC([P]([Pd]([P](C2C=CC=CC=2)(C2C=CC=CC=2)C2C=CC=CC=2)([P](C2C=CC=CC=2)(C2C=CC=CC=2)C2C=CC=CC=2)[P](C2C=CC=CC=2)(C2C=CC=CC=2)C2C=CC=CC=2)(C2C=CC=CC=2)C2C=CC=CC=2)=CC=1.[Cu]I. The reactants are Br[C:2]1[S:3][C:4]([C:8]([O:10][CH2:11][CH3:12])=[O:9])=[C:5]([Br:7])[N:6]=1.C[Sn](C)(C)[C:15]1[CH:20]=[CH:19][N:18]=[C:17]([NH:21][C:22](=[O:24])[CH3:23])[CH:16]=1.[Cl-].[Li+]. (2) The reactants are [F:1][C:2]([F:18])([F:17])[C:3]1[CH:8]=[CH:7][C:6]([C:9]2[CH:14]=[CH:13][C:12]([NH2:15])=[C:11]([NH2:16])[CH:10]=2)=[CH:5][CH:4]=1.Cl[CH2:20][C:21](O)=[O:22].C(=O)([O-])[O-].[NH4+].[NH4+].Cl. No catalyst specified. The product is [F:1][C:2]([F:17])([F:18])[C:3]1[CH:8]=[CH:7][C:6]([C:9]2[CH:10]=[C:11]3[C:12]([NH:15][CH2:20][C:21](=[O:22])[NH:16]3)=[CH:13][CH:14]=2)=[CH:5][CH:4]=1. The yield is 0.110. (3) The reactants are Br[C:2]1[C:3]([CH3:10])=[N:4][C:5]([CH3:9])=[C:6]([Br:8])[CH:7]=1.[CH2:11]([N:14]([CH3:16])[CH3:15])[C:12]#[CH:13]. The catalyst is C(NCC)C.CCOC(C)=O.C([O-])([O-])=O.[Na+].[Na+].[Cu](I)I.Cl[Pd](Cl)([P](C1C=CC=CC=1)(C1C=CC=CC=1)C1C=CC=CC=1)[P](C1C=CC=CC=1)(C1C=CC=CC=1)C1C=CC=CC=1. The product is [Br:8][C:6]1[CH:7]=[C:2]([C:13]#[C:12][CH2:11][N:14]([CH3:16])[CH3:15])[C:3]([CH3:10])=[N:4][C:5]=1[CH3:9]. The yield is 0.510. (4) The reactants are Br[C:2]1[C:3]([NH2:13])=[N:4][CH:5]=[C:6](Br)[C:7]=1[C:8]([F:11])([F:10])[F:9].O.[OH:15][C:16]1[CH:21]=[CH:20][C:19](B(O)O)=[CH:18][CH:17]=1.[C:25]([O-:28])([O-])=O.[Na+].[Na+]. The catalyst is O1CCOCC1.Cl[Pd](Cl)([P](C1C=CC=CC=1)(C1C=CC=CC=1)C1C=CC=CC=1)[P](C1C=CC=CC=1)(C1C=CC=CC=1)C1C=CC=CC=1. The product is [NH2:13][C:3]1[N:4]=[CH:5][C:6]([C:19]2[CH:20]=[CH:21][C:16]([OH:15])=[CH:17][CH:18]=2)=[C:7]([C:8]([F:11])([F:10])[F:9])[C:2]=1[C:7]1[CH:6]=[CH:5][C:25]([OH:28])=[CH:3][CH:2]=1. The yield is 0.540. (5) The reactants are [C:1]([C:3]1[CH:4]=[C:5]([CH:9]=[CH:10][C:11]=1[F:12])[C:6](O)=O)#[N:2].[NH2:13][NH:14][C:15]([NH2:17])=[S:16].O=P(Cl)(Cl)Cl.[OH-].[Na+]. The catalyst is O.CC(=O)OCC. The product is [NH2:17][C:15]1[S:16][C:6]([C:5]2[CH:9]=[CH:10][C:11]([F:12])=[C:3]([CH:4]=2)[C:1]#[N:2])=[N:13][N:14]=1. The yield is 0.520. (6) The reactants are [OH-].[Na+].Cl.Cl.[NH2:5][CH2:6][CH2:7][O:8][CH2:9][CH2:10][NH2:11].[CH3:12][C:13]([O:16][C:17](O[C:17]([O:16][C:13]([CH3:15])([CH3:14])[CH3:12])=[O:18])=[O:18])([CH3:15])[CH3:14]. The catalyst is CO.C1COCC1. The product is [NH2:5][CH2:6][CH2:7][O:8][CH2:9][CH2:10][NH:11][C:17](=[O:18])[O:16][C:13]([CH3:15])([CH3:14])[CH3:12]. The yield is 0.740. (7) The reactants are [CH3:1][O:2][C:3]1[CH:8]=[CH:7][C:6]([S:9](Cl)(=[O:11])=[O:10])=[CH:5][C:4]=1[N:13]1[CH2:18][CH2:17][N:16](C(=O)C(F)(F)F)[CH2:15][CH2:14]1.[CH3:25][O:26][C:27]1[CH:32]=[CH:31][C:30]([Mg]Br)=[CH:29][CH:28]=1.[OH-].[Na+].O. The catalyst is C1COCC1. The product is [CH3:25][O:26][C:27]1[CH:32]=[CH:31][C:30]([S:9]([C:6]2[CH:7]=[CH:8][C:3]([O:2][CH3:1])=[C:4]([N:13]3[CH2:14][CH2:15][NH:16][CH2:17][CH2:18]3)[CH:5]=2)(=[O:10])=[O:11])=[CH:29][CH:28]=1. The yield is 0.360. (8) The reactants are [CH3:1][N:2]1[CH:6]([C:7]([O:9][C:10]([CH3:13])([CH3:12])[CH3:11])=[O:8])[CH2:5][NH:4][C:3]1=[O:14].Br[C:16]1[C:17]([CH3:22])=[N:18][CH:19]=[CH:20][CH:21]=1.C(=O)([O-])[O-].[Cs+].[Cs+].CC1(C)C2C(=C(P(C3C=CC=CC=3)C3C=CC=CC=3)C=CC=2)OC2C(P(C3C=CC=CC=3)C3C=CC=CC=3)=CC=CC1=2. The catalyst is O1CCOCC1.O.C1C=CC(/C=C/C(/C=C/C2C=CC=CC=2)=O)=CC=1.C1C=CC(/C=C/C(/C=C/C2C=CC=CC=2)=O)=CC=1.C1C=CC(/C=C/C(/C=C/C2C=CC=CC=2)=O)=CC=1.[Pd].[Pd]. The product is [CH3:1][N:2]1[CH:6]([C:7]([O:9][C:10]([CH3:11])([CH3:13])[CH3:12])=[O:8])[CH2:5][N:4]([C:16]2[C:17]([CH3:22])=[N:18][CH:19]=[CH:20][CH:21]=2)[C:3]1=[O:14]. The yield is 0.850. (9) The reactants are [CH3:1][O:2][C:3](=[O:15])[C:4]1[CH:9]=[C:8]([S:10][CH2:11][CH2:12][CH3:13])[N:7]=[C:6](Cl)[CH:5]=1.C1(P(C2C=CC=CC=2)C2C=CC3C(=CC=CC=3)C=2C2C3C(=CC=CC=3)C=CC=2P(C2C=CC=CC=2)C2C=CC=CC=2)C=CC=CC=1.C(=O)([O-])[O-].[Cs+].[Cs+].[C@@H:68]([NH2:72])([CH2:70][CH3:71])[CH3:69]. The catalyst is CCOCC.C1(C)C=CC=CC=1. The product is [CH3:1][O:2][C:3](=[O:15])[C:4]1[CH:9]=[C:8]([S:10][CH2:11][CH2:12][CH3:13])[N:7]=[C:6]([NH:72][CH:68]([CH2:70][CH3:71])[CH3:69])[CH:5]=1. The yield is 0.550. (10) The reactants are [OH:1][C:2]1[C:10]([N+:11]([O-:13])=[O:12])=[CH:9][CH:8]=[CH:7][C:3]=1[C:4]([OH:6])=[O:5].[C:14]([O-])([O-])=O.[K+].[K+].S(OC)(OC)(=O)=O. The catalyst is CN(C=O)C. The product is [OH:1][C:2]1[C:10]([N+:11]([O-:13])=[O:12])=[CH:9][CH:8]=[CH:7][C:3]=1[C:4]([O:6][CH3:14])=[O:5]. The yield is 0.996.